Dataset: Forward reaction prediction with 1.9M reactions from USPTO patents (1976-2016). Task: Predict the product of the given reaction. (1) Given the reactants O[C:2]1[N:10]=[CH:9][N:8]=[C:7]2[C:3]=1[NH:4][CH:5]=[N:6]2.P(Cl)(Cl)([Cl:13])=O, predict the reaction product. The product is: [Cl:13][C:2]1[N:10]=[CH:9][N:8]=[C:7]2[C:3]=1[NH:4][CH:5]=[N:6]2. (2) Given the reactants FC(F)(F)S([O-])(=O)=O.[Mg+2].FC(F)(F)S([O-])(=O)=O.[O:18]1[CH2:20][C@H:19]1[C:21]([O:23][CH3:24])=[O:22].[CH2:25]([OH:27])[CH3:26], predict the reaction product. The product is: [CH2:25]([O:27][CH2:20][C@H:19]([OH:18])[C:21]([O:23][CH3:24])=[O:22])[CH3:26]. (3) Given the reactants [F:1][C:2]([F:19])([F:18])[O:3][C:4]1[CH:9]=[CH:8][C:7]([C:10]2[S:14][C:13]([C:15](=[O:17])[CH3:16])=[CH:12][CH:11]=2)=[CH:6][CH:5]=1.[Cl:20][C:21]1[C:28]([Cl:29])=[C:27]([OH:30])[CH:26]=[CH:25][C:22]=1[CH:23]=O, predict the reaction product. The product is: [Cl:20][C:21]1[C:28]([Cl:29])=[C:27]([OH:30])[CH:26]=[CH:25][C:22]=1[CH:23]=[CH:16][C:15]([C:13]1[S:14][C:10]([C:7]2[CH:6]=[CH:5][C:4]([O:3][C:2]([F:1])([F:18])[F:19])=[CH:9][CH:8]=2)=[CH:11][CH:12]=1)=[O:17]. (4) Given the reactants C[O:2][C:3](=[O:22])[CH2:4][CH2:5][O:6][C:7]1[CH:12]=[CH:11][C:10]([O:13][CH2:14][C:15]2[CH:20]=[CH:19][CH:18]=[C:17]([F:21])[CH:16]=2)=[CH:9][CH:8]=1, predict the reaction product. The product is: [F:21][C:17]1[CH:16]=[C:15]([CH:20]=[CH:19][CH:18]=1)[CH2:14][O:13][C:10]1[CH:9]=[CH:8][C:7]([O:6][CH2:5][CH2:4][C:3]([OH:22])=[O:2])=[CH:12][CH:11]=1. (5) Given the reactants C1(C)C=CC=CC=1.O1CCCC1.[NH2:13][C:14]1[C:22]2[C:17](=[CH:18][CH:19]=[C:20]([C:23]3[C:28]([Cl:29])=[CH:27][CH:26]=[CH:25][N:24]=3)[CH:21]=2)[N:16](C(OC(C)(C)C)=O)[N:15]=1.[CH2:37]([N:39]=[C:40]=[O:41])[CH3:38], predict the reaction product. The product is: [Cl:29][C:28]1[C:23]([C:20]2[CH:21]=[C:22]3[C:17](=[CH:18][CH:19]=2)[NH:16][N:15]=[C:14]3[NH:13][C:40]([NH:39][CH2:37][CH3:38])=[O:41])=[N:24][CH:25]=[CH:26][CH:27]=1.